Dataset: Catalyst prediction with 721,799 reactions and 888 catalyst types from USPTO. Task: Predict which catalyst facilitates the given reaction. (1) Product: [Cl:65][CH2:64][CH2:63][CH2:62][O:1][C:2]1[CH:7]=[CH:6][C:5]([CH2:8][CH2:9][N:10]2[C:18]3[C:13](=[CH:14][CH:15]=[CH:16][C:17]=3[O:19][C@@H:20]3[O:46][C@H:45]([CH2:47][O:48][C:49](=[O:54])[C:50]([CH3:53])([CH3:52])[CH3:51])[C@@H:37]([O:38][C:39](=[O:44])[C:40]([CH3:41])([CH3:42])[CH3:43])[C@H:29]([O:30][C:31](=[O:36])[C:32]([CH3:33])([CH3:34])[CH3:35])[C@H:21]3[O:22][C:23](=[O:28])[C:24]([CH3:26])([CH3:27])[CH3:25])[CH:12]=[CH:11]2)=[CH:4][CH:3]=1. Reactant: [OH:1][C:2]1[CH:7]=[CH:6][C:5]([CH2:8][CH2:9][N:10]2[C:18]3[C:13](=[CH:14][CH:15]=[CH:16][C:17]=3[O:19][C@@H:20]3[O:46][C@H:45]([CH2:47][O:48][C:49](=[O:54])[C:50]([CH3:53])([CH3:52])[CH3:51])[C@@H:37]([O:38][C:39](=[O:44])[C:40]([CH3:43])([CH3:42])[CH3:41])[C@H:29]([O:30][C:31](=[O:36])[C:32]([CH3:35])([CH3:34])[CH3:33])[C@H:21]3[O:22][C:23](=[O:28])[C:24]([CH3:27])([CH3:26])[CH3:25])[CH:12]=[CH:11]2)=[CH:4][CH:3]=1.C(=O)([O-])[O-].[Cs+].[Cs+].Br[CH2:62][CH2:63][CH2:64][Cl:65]. The catalyst class is: 21. (2) Reactant: [CH3:1][Si](C=[N+]=[N-])(C)C.C(OCC)C.[C:13]([O:17][C:18]([NH:20][C@@H:21]1[CH2:26][CH2:25][CH2:24][CH2:23][C@@H:22]1[C:27]([OH:29])=[O:28])=[O:19])([CH3:16])([CH3:15])[CH3:14].C1C=CC=CC=1. Product: [CH3:1][O:28][C:27]([C@H:22]1[CH2:23][CH2:24][CH2:25][CH2:26][C@H:21]1[NH:20][C:18]([O:17][C:13]([CH3:16])([CH3:14])[CH3:15])=[O:19])=[O:29]. The catalyst class is: 5. (3) Reactant: [F:8][C:7]([F:10])([F:9])[C:6](O[C:6](=[O:11])[C:7]([F:10])([F:9])[F:8])=[O:11].[CH2:14]([O:16][C:17](=[O:21])[CH:18]=[N+:19]=[N-:20])[CH3:15].N1C=CC=CC=1.C([O-])(O)=O.[Na+]. Product: [CH2:14]([O:16][C:17](=[O:21])[C:18](=[N+:19]=[N-:20])[C:6](=[O:11])[C:7]([F:8])([F:9])[F:10])[CH3:15]. The catalyst class is: 34. (4) Reactant: [CH2:1]([NH:5][C:6]1[C:7]([NH2:14])=[CH:8][C:9]([CH3:13])=[C:10]([Cl:12])[CH:11]=1)[CH2:2][CH2:3][CH3:4].O.[NH:16]1[C:24](=[O:25])[C:22](=O)[C:20](=O)[NH:19][C:17]1=[O:18].[B]=O.C(=O)(O)[O-].[Na+]. Product: [CH2:1]([N:5]1[C:20]2[C:22]([C:24](=[O:25])[NH:16][C:17](=[O:18])[N:19]=2)=[N:14][C:7]2[CH:8]=[C:9]([CH3:13])[C:10]([Cl:12])=[CH:11][C:6]1=2)[CH2:2][CH2:3][CH3:4]. The catalyst class is: 86. (5) Reactant: Cl[C:2]1[C:3]2[CH2:13][N:12]([C:14]([O:16][C:17]([CH3:20])([CH3:19])[CH3:18])=[O:15])[CH2:11][CH2:10][C:4]=2[N:5]=[C:6]([S:8][CH3:9])[N:7]=1.[Cl:21][C:22]1[CH:27]=[C:26]([Cl:28])[CH:25]=[CH:24][C:23]=1[OH:29].C[Si]([N-][Si](C)(C)C)(C)C.[Na+]. Product: [Cl:21][C:22]1[CH:27]=[C:26]([Cl:28])[CH:25]=[CH:24][C:23]=1[O:29][C:2]1[C:3]2[CH2:13][N:12]([C:14]([O:16][C:17]([CH3:20])([CH3:19])[CH3:18])=[O:15])[CH2:11][CH2:10][C:4]=2[N:5]=[C:6]([S:8][CH3:9])[N:7]=1. The catalyst class is: 7. (6) Reactant: Br[C:2]1[CH:3]=[N:4][C:5]([NH:8][C:9]2[CH:14]=[CH:13][CH:12]=[C:11]([N:15]3[CH2:20][CH2:19][N:18]([CH2:21][CH3:22])[CH2:17][CH2:16]3)[CH:10]=2)=[N:6][CH:7]=1.[CH3:23][O:24][C:25]1[CH:26]=[C:27]([CH:32]=[CH:33][C:34]=1/C=C/B1OC(C)(C)C(C)(C)O1)[C:28]([O:30][CH3:31])=[O:29].C([O-])([O-])=O.[K+].[K+].C(Cl)Cl.O1CCO[CH2:57][CH2:56]1. Product: [CH2:21]([N:18]1[CH2:19][CH2:20][N:15]([C:11]2[CH:10]=[C:9]([NH:8][C:5]3[N:4]=[CH:3][C:2](/[CH:56]=[CH:57]/[C:33]4[CH:32]=[C:27]([CH:26]=[C:25]([O:24][CH3:23])[CH:34]=4)[C:28]([O:30][CH3:31])=[O:29])=[CH:7][N:6]=3)[CH:14]=[CH:13][CH:12]=2)[CH2:16][CH2:17]1)[CH3:22]. The catalyst class is: 6.